From a dataset of Full USPTO retrosynthesis dataset with 1.9M reactions from patents (1976-2016). Predict the reactants needed to synthesize the given product. (1) Given the product [F:16][C:17]1[CH:22]=[CH:21][CH:20]=[CH:19][C:18]=1[C:2]1[CH:3]([CH2:7][CH2:8][OH:9])[CH2:4][CH2:5][CH:6]=1, predict the reactants needed to synthesize it. The reactants are: Br[C:2]1[CH:3]([CH2:7][CH2:8][OH:9])[CH2:4][CH2:5][CH:6]=1.C([O-])([O-])=O.[Na+].[Na+].[F:16][C:17]1[CH:22]=[CH:21][CH:20]=[CH:19][C:18]=1B(O)O. (2) Given the product [NH2:7][C:8]1[C:9]([O:11][CH3:12])=[CH:10][C:2]([Br:1])=[C:3]([Cl:15])[C:4]=1[C:5]([OH:14])=[O:23], predict the reactants needed to synthesize it. The reactants are: [Br:1][C:2]1[C:3]([Cl:15])=[C:4]2[C:8](=[C:9]([O:11][CH3:12])[CH:10]=1)[NH:7]C(=O)[C:5]2=[O:14].[OH-].[Na+].OO.O.C(O)(=[O:23])C.Cl.